From a dataset of Full USPTO retrosynthesis dataset with 1.9M reactions from patents (1976-2016). Predict the reactants needed to synthesize the given product. Given the product [ClH:36].[ClH:36].[F:1][C:2]1[C:7]([C:8]2[C:9](=[O:34])[NH:10][C:11](=[O:33])[N:12]([CH2:14][CH2:15][CH2:16][N:17]3[CH2:22][C@H:21]4[C@:19]([C:23]5[CH:28]=[CH:27][C:26]([C:29]([F:32])([F:31])[F:30])=[CH:25][CH:24]=5)([CH2:20]4)[CH2:18]3)[CH:13]=2)=[CH:6][C:5]([CH3:35])=[CH:4][N:3]=1, predict the reactants needed to synthesize it. The reactants are: [F:1][C:2]1[C:7]([C:8]2[C:9](=[O:34])[NH:10][C:11](=[O:33])[N:12]([CH2:14][CH2:15][CH2:16][N:17]3[CH2:22][C@H:21]4[C@:19]([C:23]5[CH:28]=[CH:27][C:26]([C:29]([F:32])([F:31])[F:30])=[CH:25][CH:24]=5)([CH2:20]4)[CH2:18]3)[CH:13]=2)=[CH:6][C:5]([CH3:35])=[CH:4][N:3]=1.[ClH:36].